From a dataset of Forward reaction prediction with 1.9M reactions from USPTO patents (1976-2016). Predict the product of the given reaction. Given the reactants O=[C:2]([C:19]1[CH:24]=[CH:23][CH:22]=[CH:21][CH:20]=1)[CH2:3][NH:4][C:5]([C:7]1[CH:8]=[N:9][C:10]([C:13]2[CH:18]=[CH:17][CH:16]=[CH:15][CH:14]=2)=[N:11][CH:12]=1)=[O:6].N1C=CC=CC=1.C(=O)(O)[O-].[Na+], predict the reaction product. The product is: [C:19]1([C:2]2[O:6][C:5]([C:7]3[CH:8]=[N:9][C:10]([C:13]4[CH:18]=[CH:17][CH:16]=[CH:15][CH:14]=4)=[N:11][CH:12]=3)=[N:4][CH:3]=2)[CH:24]=[CH:23][CH:22]=[CH:21][CH:20]=1.